Predict the reactants needed to synthesize the given product. From a dataset of Full USPTO retrosynthesis dataset with 1.9M reactions from patents (1976-2016). (1) The reactants are: [C:1]([Si:5]([CH3:22])([CH3:21])[O:6][C@@H:7]1[CH2:15][C:14]2[C:9](=[CH:10][CH:11]=[CH:12][CH:13]=2)[C@H:8]1[NH:16][S:17]([CH3:20])(=[O:19])=[O:18])([CH3:4])([CH3:3])[CH3:2].[C:23]([O-])([O-])=O.[Cs+].[Cs+].CI.[OH-].[Na+]. Given the product [C:1]([Si:5]([CH3:22])([CH3:21])[O:6][C@@H:7]1[CH2:15][C:14]2[C:9](=[CH:10][CH:11]=[CH:12][CH:13]=2)[C@H:8]1[N:16]([CH3:23])[S:17]([CH3:20])(=[O:19])=[O:18])([CH3:4])([CH3:3])[CH3:2], predict the reactants needed to synthesize it. (2) Given the product [C:27]([CH2:26][O:25][C:24]1[CH:30]=[C:31]([C:34]#[N:35])[CH:32]=[CH:33][C:23]=1[CH2:22][NH:21][C:5](=[O:7])[C:4]1[CH:8]=[C:9]([O:11][CH2:12][C:13]2[CH:18]=[CH:17][C:16]([Cl:19])=[CH:15][CH:14]=2)[CH:10]=[C:2]([Cl:1])[CH:3]=1)(=[O:28])[NH2:29], predict the reactants needed to synthesize it. The reactants are: [Cl:1][C:2]1[CH:3]=[C:4]([CH:8]=[C:9]([O:11][CH2:12][C:13]2[CH:18]=[CH:17][C:16]([Cl:19])=[CH:15][CH:14]=2)[CH:10]=1)[C:5]([OH:7])=O.Cl.[NH2:21][CH2:22][C:23]1[CH:33]=[CH:32][C:31]([C:34]#[N:35])=[CH:30][C:24]=1[O:25][CH2:26][C:27]([NH2:29])=[O:28]. (3) Given the product [F:29][C:4]1[CH:3]=[C:2]([S:39]([CH3:38])(=[O:41])=[O:40])[C:27]([F:28])=[CH:26][C:5]=1[O:6][CH:7]1[CH2:11][CH2:10][N:9]([CH:12]2[CH2:17][CH2:16][N:15]([C:18]([O:20][C:21]([CH3:24])([CH3:23])[CH3:22])=[O:19])[CH2:14][CH2:13]2)[C:8]1=[O:25], predict the reactants needed to synthesize it. The reactants are: Br[C:2]1[C:27]([F:28])=[CH:26][C:5]([O:6][CH:7]2[CH2:11][CH2:10][N:9]([CH:12]3[CH2:17][CH2:16][N:15]([C:18]([O:20][C:21]([CH3:24])([CH3:23])[CH3:22])=[O:19])[CH2:14][CH2:13]3)[C:8]2=[O:25])=[C:4]([F:29])[CH:3]=1.[C@@H]1(N)CCCC[C@H]1N.[CH3:38][S:39]([O-:41])=[O:40].[Na+].O. (4) The reactants are: [CH3:1][CH:2]([CH3:31])[CH2:3][CH:4]([NH:20][C:21]1[CH:30]=[CH:29][C:24]([C:25]([O:27]C)=[O:26])=[CH:23][N:22]=1)[C:5]1[CH:10]=[CH:9][C:8]([N:11]2[CH:15]=[C:14]([C:16]([F:19])([F:18])[F:17])[CH:13]=[N:12]2)=[CH:7][CH:6]=1.[OH-].[Li+].Cl. Given the product [CH3:1][CH:2]([CH3:31])[CH2:3][CH:4]([NH:20][C:21]1[CH:30]=[CH:29][C:24]([C:25]([OH:27])=[O:26])=[CH:23][N:22]=1)[C:5]1[CH:6]=[CH:7][C:8]([N:11]2[CH:15]=[C:14]([C:16]([F:18])([F:17])[F:19])[CH:13]=[N:12]2)=[CH:9][CH:10]=1, predict the reactants needed to synthesize it.